This data is from Full USPTO retrosynthesis dataset with 1.9M reactions from patents (1976-2016). The task is: Predict the reactants needed to synthesize the given product. (1) Given the product [Cl:1][C:2]1[CH:7]=[CH:6][C:5]([CH2:8][N:9]([CH3:33])[C@H:10]2[CH2:15][CH2:14][CH2:13][CH2:12][C@@H:11]2[NH:16][C:17](=[O:32])[CH2:18][NH:19][C:20](=[O:31])[C:21]2[CH:26]=[CH:25][CH:24]=[C:23]([C:27]([F:30])([F:29])[F:28])[CH:22]=2)=[CH:4][CH:3]=1.[C:33]([NH2:41])(=[O:40])[C:34]1[CH:39]=[CH:38][CH:37]=[CH:36][CH:35]=1, predict the reactants needed to synthesize it. The reactants are: [Cl:1][C:2]1[CH:7]=[CH:6][C:5]([CH2:8][NH:9][C@H:10]2[CH2:15][CH2:14][CH2:13][CH2:12][C@@H:11]2[NH:16][C:17](=[O:32])[CH2:18][NH:19][C:20](=[O:31])[C:21]2[CH:26]=[CH:25][CH:24]=[C:23]([C:27]([F:30])([F:29])[F:28])[CH:22]=2)=[CH:4][CH:3]=1.[C:33]([NH2:41])(=[O:40])[C:34]1[CH:39]=[CH:38][CH:37]=[CH:36][CH:35]=1.C=O. (2) Given the product [NH2:11][CH:12]([CH2:27][C:28]([O:30][C:31]([CH3:34])([CH3:33])[CH3:32])=[O:29])[C:13](=[O:26])[CH2:14][O:15][C:16](=[O:25])[C:17]1[C:22]([CH3:23])=[CH:21][CH:20]=[CH:19][C:18]=1[CH3:24], predict the reactants needed to synthesize it. The reactants are: C(OC([NH:11][CH:12]([CH2:27][C:28]([O:30][C:31]([CH3:34])([CH3:33])[CH3:32])=[O:29])[C:13](=[O:26])[CH2:14][O:15][C:16](=[O:25])[C:17]1[C:22]([CH3:23])=[CH:21][CH:20]=[CH:19][C:18]=1[CH3:24])=O)C1C=CC=CC=1. (3) Given the product [Cl:1][C:2]1[CH:3]=[C:4]([C:15]([N:17]2[CH2:22][CH2:21][O:20][CH2:19][CH2:18]2)=[O:16])[CH:5]=[CH:6][C:7]=1[CH2:8][N:9]1[CH2:10][CH2:11][N:12]([C:23]([O:24][N:25]2[C:29](=[O:30])[CH2:28][CH2:27][C:26]2=[O:31])=[O:32])[CH2:13][CH2:14]1, predict the reactants needed to synthesize it. The reactants are: [Cl:1][C:2]1[CH:3]=[C:4]([C:15]([N:17]2[CH2:22][CH2:21][O:20][CH2:19][CH2:18]2)=[O:16])[CH:5]=[CH:6][C:7]=1[CH2:8][N:9]1[CH2:14][CH2:13][NH:12][CH2:11][CH2:10]1.[C:23](=O)([O:32]N1C(=O)CCC1=O)[O:24][N:25]1[C:29](=[O:30])[CH2:28][CH2:27][C:26]1=[O:31].C(N(CC)CC)C. (4) Given the product [CH3:3][CH:2]([CH2:4][CH2:5][CH2:6][C@H:7]([C@@H:9]1[C@:27]2([CH3:28])[C@H:12]([C@H:13]3[C@H:24]([CH2:25][CH2:26]2)[C@:22]2([CH3:23])[C:16]([CH2:17][C@H:18]([CH2:20][CH2:21]2)[OH:19])=[CH:15][CH2:14]3)[CH2:11][CH2:10]1)[CH3:8])[CH3:1].[OH:35][C:36]1[CH:37]=[C:38]([CH:42]=[C:43]([OH:45])[CH:44]=1)[C:39]([OH:41])=[O:40], predict the reactants needed to synthesize it. The reactants are: [CH3:1][CH:2]([CH2:4][CH2:5][CH2:6][C@H:7]([C@@H:9]1[C@:27]2([CH3:28])[C@H:12]([C@H:13]3[C@H:24]([CH2:25][CH2:26]2)[C@:22]2([CH3:23])[C:16]([CH2:17][C@H:18]([CH2:20][CH2:21]2)[OH:19])=[CH:15][CH2:14]3)[CH2:11][CH2:10]1)[CH3:8])[CH3:3].O1CCCCC1[O:35][C:36]1[CH:37]=[C:38]([CH:42]=[C:43]([O:45]C2CCCCO2)[CH:44]=1)[C:39]([OH:41])=[O:40].CC1C=CC(S([O-])(=O)=O)=CC=1.C1C=C[NH+]=CC=1. (5) Given the product [O:29]=[S:28]1(=[O:30])[CH2:31][CH2:32][N:1]([C@@H:2]2[CH2:7][CH2:6][C@H:5]([N:8]3[C:12]4[N:13]=[CH:14][N:15]=[C:16]([NH2:17])[C:11]=4[C:10]([I:18])=[CH:9]3)[CH2:4][CH2:3]2)[CH2:27][CH2:26]1, predict the reactants needed to synthesize it. The reactants are: [NH2:1][C@@H:2]1[CH2:7][CH2:6][C@H:5]([N:8]2[C:12]3[N:13]=[CH:14][N:15]=[C:16]([NH2:17])[C:11]=3[C:10]([I:18])=[CH:9]2)[CH2:4][CH2:3]1.C(N(CC)CC)C.[CH:26]([S:28]([CH:31]=[CH2:32])(=[O:30])=[O:29])=[CH2:27]. (6) Given the product [NH2:1][CH:4]([C:6]1[N:7]=[C:8]2[S:21][CH:20]=[C:19]([CH3:22])[N:9]2[C:10](=[O:18])[C:11]=1[C:12]1[CH:13]=[CH:14][N:15]=[CH:16][CH:17]=1)[CH3:5], predict the reactants needed to synthesize it. The reactants are: [N:1]([CH:4]([C:6]1[N:7]=[C:8]2[S:21][CH:20]=[C:19]([CH3:22])[N:9]2[C:10](=[O:18])[C:11]=1[C:12]1[CH:17]=[CH:16][N:15]=[CH:14][CH:13]=1)[CH3:5])=[N+]=[N-].CP(C)C.C(OCC)(=O)C. (7) Given the product [OH:2][CH2:1][C:3]1[O:4][C:5]2[CH:11]=[C:10]([C:12]([O:14][CH2:15][CH3:16])=[O:13])[CH:9]=[C:8]([O:17][C:18]3[CH:23]=[CH:22][C:21]([S:24]([CH3:27])(=[O:26])=[O:25])=[CH:20][CH:19]=3)[C:6]=2[CH:7]=1, predict the reactants needed to synthesize it. The reactants are: [CH:1]([C:3]1[O:4][C:5]2[CH:11]=[C:10]([C:12]([O:14][CH2:15][CH3:16])=[O:13])[CH:9]=[C:8]([O:17][C:18]3[CH:23]=[CH:22][C:21]([S:24]([CH3:27])(=[O:26])=[O:25])=[CH:20][CH:19]=3)[C:6]=2[CH:7]=1)=[O:2].[BH4-].[Na+]. (8) The reactants are: [Br:1][C:2]1[CH:3]=[CH:4][CH:5]=[C:6]2[C:11]=1[N:10]=[C:9](SC)[N:8]([C:14]1[CH:19]=[CH:18][CH:17]=[CH:16][N:15]=1)[C:7]2=[O:20].ClC1C=C(C=CC=1)C(OO)=O.[CH:32]([NH2:35])([CH3:34])[CH3:33]. Given the product [Br:1][C:2]1[CH:3]=[CH:4][CH:5]=[C:6]2[C:11]=1[N:10]=[C:9]([NH:35][CH:32]([CH3:34])[CH3:33])[N:8]([C:14]1[CH:19]=[CH:18][CH:17]=[CH:16][N:15]=1)[C:7]2=[O:20], predict the reactants needed to synthesize it. (9) Given the product [CH:34]1([CH2:33][C@H:32]([NH:31][C:29]([N:25]2[CH2:26][CH2:27][CH2:28][C@@H:23]([C@@:15]([C:11]3[CH:10]=[C:9]([CH:14]=[CH:13][CH:12]=3)[C:42]([O:44][CH3:45])=[O:43])([OH:22])[CH2:16][CH2:17][CH2:18][CH2:19][O:20][CH3:21])[CH2:24]2)=[O:30])[CH2:40][N:41]([CH3:51])[C:42]([O:44][CH2:45][CH2:46][Si:47]([CH3:48])([CH3:50])[CH3:49])=[O:43])[CH2:39][CH2:38][CH2:37][CH2:36][CH2:35]1, predict the reactants needed to synthesize it. The reactants are: C(N(CC)CC)C.Br[C:9]1[CH:10]=[C:11]([C@:15]([C@@H:23]2[CH2:28][CH2:27][CH2:26][N:25]([C:29]([NH:31][C@H:32]([CH2:40][N:41]([CH3:51])[C:42]([O:44][CH2:45][CH2:46][Si:47]([CH3:50])([CH3:49])[CH3:48])=[O:43])[CH2:33][CH:34]3[CH2:39][CH2:38][CH2:37][CH2:36][CH2:35]3)=[O:30])[CH2:24]2)([OH:22])[CH2:16][CH2:17][CH2:18][CH2:19][O:20][CH3:21])[CH:12]=[CH:13][CH:14]=1.[C]=O. (10) Given the product [CH2:2]([O:4][C:5]1[CH:6]=[C:7]2[C:12](=[C:13]([N:15]3[CH2:20][CH2:19][N:18]([CH3:21])[CH2:17][CH2:16]3)[CH:14]=1)[O:11][C:10]([C:22]([Cl:29])=[O:23])=[CH:9][C:8]2=[O:25])[CH3:3], predict the reactants needed to synthesize it. The reactants are: Cl.[CH2:2]([O:4][C:5]1[CH:6]=[C:7]2[C:12](=[C:13]([N:15]3[CH2:20][CH2:19][N:18]([CH3:21])[CH2:17][CH2:16]3)[CH:14]=1)[O:11][C:10]([C:22](O)=[O:23])=[CH:9][C:8]2=[O:25])[CH3:3].C(Cl)(=O)C([Cl:29])=O.